Dataset: Forward reaction prediction with 1.9M reactions from USPTO patents (1976-2016). Task: Predict the product of the given reaction. Given the reactants [NH:1]1[C:5](=[O:6])[CH2:4][CH2:3][C@@H:2]1[C:7]([OH:9])=O.C(O[C:14](=O)[CH3:15])(=O)C, predict the reaction product. The product is: [C:14]1([C@H:15]2[N:1]3[C:5](=[O:6])[CH2:4][CH2:3][C@@H:2]3[CH2:7][O:9]2)[CH:5]=[CH:4][CH:3]=[CH:2][CH:7]=1.